Dataset: Full USPTO retrosynthesis dataset with 1.9M reactions from patents (1976-2016). Task: Predict the reactants needed to synthesize the given product. (1) Given the product [F:21][C:16]1[CH:17]=[CH:18][CH:19]=[CH:20][C:15]=1[NH:14][C:12](=[O:13])[CH2:11][N:6]1[C:7]2[C:3](=[C:2]([C:65]3[CH:66]=[N:61][CH:62]=[N:63][CH:64]=3)[CH:10]=[CH:9][CH:8]=2)[C:4]2([CH2:26][O:25][C:24]3[CH:27]=[C:28]4[C:32](=[CH:33][C:23]2=3)[CH2:31][CH2:30][O:29]4)[C:5]1=[O:22], predict the reactants needed to synthesize it. The reactants are: Br[C:2]1[CH:10]=[CH:9][CH:8]=[C:7]2[C:3]=1[C:4]1([CH2:26][O:25][C:24]3[CH:27]=[C:28]4[C:32](=[CH:33][C:23]1=3)[CH2:31][CH2:30][O:29]4)[C:5](=[O:22])[N:6]2[CH2:11][C:12]([NH:14][C:15]1[CH:20]=[CH:19][CH:18]=[CH:17][C:16]=1[F:21])=[O:13].BrC1C=CC=C2C=1C1(C3=CC4OCOC=4C=C3OC1)C(=O)N2CCCCC.[N:61]1[CH:66]=[C:65](B(O)O)[CH:64]=[N:63][CH:62]=1.CN(C)C1N=CC(B(O)O)=CC=1. (2) Given the product [OH:8][CH2:7][C@@H:5]1[CH2:6][C:2](=[CH2:1])[CH2:3][C@H:4]1[C:11]1[CH:12]=[CH:13][CH:14]=[CH:15][CH:16]=1, predict the reactants needed to synthesize it. The reactants are: [CH2:1]=[C:2]1[CH2:6][C@@H:5]([C:7](OC)=[O:8])[C@H:4]([C:11]2[CH:16]=[CH:15][CH:14]=[CH:13][CH:12]=2)[CH2:3]1.[H-].[Al+3].[Li+].[H-].[H-].[H-]. (3) Given the product [Cl:1][C:2]1[CH:3]=[CH:4][C:5]2[NH:11][C:10](=[O:12])[C@@H:9]([CH2:13][C:14]([O:16][CH:26]([CH3:28])[CH3:27])=[O:15])[S:8][C@H:7]([C:17]3[CH:22]=[CH:21][CH:20]=[CH:19][C:18]=3[Cl:23])[C:6]=2[CH:24]=1, predict the reactants needed to synthesize it. The reactants are: [Cl:1][C:2]1[CH:3]=[CH:4][C:5]2[NH:11][C:10](=[O:12])[C@@H:9]([CH2:13][C:14]([OH:16])=[O:15])[S:8][C@H:7]([C:17]3[CH:22]=[CH:21][CH:20]=[CH:19][C:18]=3[Cl:23])[C:6]=2[CH:24]=1.I[CH:26]([CH3:28])[CH3:27].C(=O)([O-])[O-].[K+].[K+]. (4) Given the product [C:40]([O:44][C:45]([NH:47][C:48]1[CH:49]=[CH:50][C:51]([CH:54]=[CH:55][C:56]([NH:38][C@H:20]([C:21]2[N:22]([CH2:34][CH2:35][CH2:36][CH3:37])[CH:23]=[C:24]([C:26]3[CH:31]=[CH:30][C:29]([Cl:32])=[CH:28][C:27]=3[Cl:33])[N:25]=2)[CH2:19][C:16]2[CH:15]=[CH:14][C:13]([O:12][CH2:11][C:8]3[CH:7]=[CH:6][C:5]([C:4]([OH:39])=[O:3])=[CH:10][CH:9]=3)=[CH:18][CH:17]=2)=[O:58])=[CH:52][CH:53]=1)=[O:46])([CH3:41])([CH3:42])[CH3:43], predict the reactants needed to synthesize it. The reactants are: Cl.C[O:3][C:4](=[O:39])[C:5]1[CH:10]=[CH:9][C:8]([CH2:11][O:12][C:13]2[CH:18]=[CH:17][C:16]([CH2:19][C@H:20]([NH2:38])[C:21]3[N:22]([CH2:34][CH2:35][CH2:36][CH3:37])[CH:23]=[C:24]([C:26]4[CH:31]=[CH:30][C:29]([Cl:32])=[CH:28][C:27]=4[Cl:33])[N:25]=3)=[CH:15][CH:14]=2)=[CH:7][CH:6]=1.[C:40]([O:44][C:45]([NH:47][C:48]1[CH:53]=[CH:52][C:51]([CH:54]=[CH:55][C:56]([OH:58])=O)=[CH:50][CH:49]=1)=[O:46])([CH3:43])([CH3:42])[CH3:41]. (5) Given the product [C:22]([O:25][C@@H:26]([CH3:32])[CH2:27][CH2:28][CH2:29][CH2:30][N:14]1[C:15](=[O:17])[C:16]2[N:8]([CH2:1][C:2]3[CH:7]=[CH:6][CH:5]=[CH:4][CH:3]=3)[CH:9]=[N:10][C:11]=2[N:12]([CH3:19])[C:13]1=[O:18])(=[O:24])[CH3:23], predict the reactants needed to synthesize it. The reactants are: [CH2:1]([N:8]1[C:16]2[C:15](=[O:17])[NH:14][C:13](=[O:18])[N:12]([CH3:19])[C:11]=2[N:10]=[CH:9]1)[C:2]1[CH:7]=[CH:6][CH:5]=[CH:4][CH:3]=1.[H-].[Na+].[C:22]([O:25][C@@H:26]([CH3:32])[CH2:27][CH2:28][CH2:29][CH2:30]Br)(=[O:24])[CH3:23]. (6) Given the product [NH2:1][C:2]1[C:7]([C:8]([O:10][C:11]([CH3:14])([CH3:13])[CH3:12])=[O:9])=[C:6]([OH:15])[C:5]([C:23]2[CH:22]=[CH:21][O:20][C:19]=2[CH:17]=[O:18])=[CH:4][CH:3]=1, predict the reactants needed to synthesize it. The reactants are: [NH2:1][C:2]1[C:7]([C:8]([O:10][C:11]([CH3:14])([CH3:13])[CH3:12])=[O:9])=[C:6]([OH:15])[C:5](Br)=[CH:4][CH:3]=1.[CH:17]([C:19]1[O:20][CH:21]=[CH:22][C:23]=1B1OC(C)(C)C(C)(C)O1)=[O:18].F[B-](F)(F)F.C([PH+](C(C)(C)C)C(C)(C)C)(C)(C)C.C(=O)([O-])[O-].[Cs+].[Cs+].